From a dataset of Catalyst prediction with 721,799 reactions and 888 catalyst types from USPTO. Predict which catalyst facilitates the given reaction. (1) Reactant: [CH3:1][O:2][C:3]([C:5]1[S:9][C:8]2[CH:10]=[C:11]([O:14][CH3:15])[CH:12]=[CH:13][C:7]=2[CH:6]=1)=[O:4].B(Br)(Br)Br.C([O-])([O-])=O.[Cs+].[Cs+].ClC1[S:28][C:29]2[CH:35]=[CH:34][CH:33]=[CH:32][C:30]=2[N:31]=1.Cl. Product: [CH3:1][O:2][C:3]([C:5]1[S:9][C:8]2[CH:10]=[C:11]([O:14][C:15]3[S:28][C:29]4[CH:35]=[CH:34][CH:33]=[CH:32][C:30]=4[N:31]=3)[CH:12]=[CH:13][C:7]=2[CH:6]=1)=[O:4]. The catalyst class is: 781. (2) Reactant: [C:1]([NH:11][C@@H:12]([C:17]([OH:19])=O)[CH2:13][CH2:14][S:15][CH3:16])([O:3][CH2:4][C:5]1[CH:10]=[CH:9][CH:8]=[CH:7][CH:6]=1)=[O:2].C1C=C2N=NN(O)C2=CC=1.O.F[P-](F)(F)(F)(F)F.N1(OC(N(C)C)=[N+](C)C)C2C=CC=CC=2N=N1.C(N(CC)CC)C.[Cl:62][C:63]1[CH:69]=[CH:68][C:66]([NH2:67])=[CH:65][CH:64]=1. Product: [Cl:62][C:63]1[CH:69]=[CH:68][C:66]([NH:67][C:17](=[O:19])[C@H:12]([NH:11][C:1]([O:3][CH2:4][C:5]2[CH:6]=[CH:7][CH:8]=[CH:9][CH:10]=2)=[O:2])[CH2:13][CH2:14][S:15][CH3:16])=[CH:65][CH:64]=1. The catalyst class is: 630. (3) Reactant: [CH3:1][O:2][C:3](=[O:29])[C:4]1[CH:9]=[CH:8][C:7]([CH2:10][NH:11][CH2:12][C:13]2[CH:18]=[CH:17][C:16]([C@@H:19]3[O:24][C:23]4[CH:25]=[CH:26][CH:27]=[CH:28][C:22]=4[O:21][CH2:20]3)=[CH:15][CH:14]=2)=[CH:6][CH:5]=1.[CH:30](=O)[CH3:31].C([BH3-])#N.[Na+]. Product: [CH3:1][O:2][C:3](=[O:29])[C:4]1[CH:5]=[CH:6][C:7]([CH2:10][N:11]([CH2:12][C:13]2[CH:18]=[CH:17][C:16]([C@@H:19]3[O:24][C:23]4[CH:25]=[CH:26][CH:27]=[CH:28][C:22]=4[O:21][CH2:20]3)=[CH:15][CH:14]=2)[CH2:30][CH3:31])=[CH:8][CH:9]=1. The catalyst class is: 130. (4) Reactant: [OH-:1].[Na+].[OH2:3].Cl[C:5]([CH3:28])([CH3:27])[C:6]([C:8]1[CH:13]=[CH:12][C:11]([O:14][C:15]2[CH:20]=[CH:19][C:18]([C:21](=[O:26])[C:22](Cl)([CH3:24])[CH3:23])=[CH:17][CH:16]=2)=[CH:10][CH:9]=1)=[O:7].Cl. Product: [OH:1][C:5]([CH3:28])([CH3:27])[C:6]([C:8]1[CH:13]=[CH:12][C:11]([O:14][C:15]2[CH:20]=[CH:19][C:18]([C:21](=[O:26])[C:22]([OH:3])([CH3:24])[CH3:23])=[CH:17][CH:16]=2)=[CH:10][CH:9]=1)=[O:7]. The catalyst class is: 442.